Dataset: NCI-60 drug combinations with 297,098 pairs across 59 cell lines. Task: Regression. Given two drug SMILES strings and cell line genomic features, predict the synergy score measuring deviation from expected non-interaction effect. (1) Drug 1: CC1(CCCN1)C2=NC3=C(C=CC=C3N2)C(=O)N. Drug 2: CN1C=C(C=N1)C2=C3N=C(C(=C(N3N=C2)N)Br)C4CCCNC4. Cell line: OVCAR3. Synergy scores: CSS=32.9, Synergy_ZIP=0.0926, Synergy_Bliss=1.00, Synergy_Loewe=-14.6, Synergy_HSA=1.23. (2) Drug 1: CN(C)N=NC1=C(NC=N1)C(=O)N. Drug 2: C1=NC2=C(N1)C(=S)N=C(N2)N. Cell line: NCI-H522. Synergy scores: CSS=15.8, Synergy_ZIP=-10.3, Synergy_Bliss=-0.385, Synergy_Loewe=-17.5, Synergy_HSA=-0.558.